This data is from Full USPTO retrosynthesis dataset with 1.9M reactions from patents (1976-2016). The task is: Predict the reactants needed to synthesize the given product. (1) Given the product [CH3:16][O:15][C:13]([C@@H:12]1[CH2:11][C@@H:10]([O:17][C:23]2[C:22]3[CH:27]=[CH:28][C:19]([Cl:18])=[CH:20][C:21]=3[O:25][N:24]=2)[CH2:9][N:8]1[C:6]([O:5][C:2]([CH3:1])([CH3:3])[CH3:4])=[O:7])=[O:14], predict the reactants needed to synthesize it. The reactants are: [CH3:1][C:2]([O:5][C:6]([N:8]1[C@H:12]([C:13]([O:15][CH3:16])=[O:14])[CH2:11][C@H:10]([OH:17])[CH2:9]1)=[O:7])([CH3:4])[CH3:3].[Cl:18][C:19]1[CH:28]=[CH:27][C:22]2[C:23](O)=[N:24][O:25][C:21]=2[CH:20]=1.C1(P(C2C=CC=CC=2)C2C=CC=CC=2)C=CC=CC=1.N(C(OC(C)C)=O)=NC(OC(C)C)=O. (2) Given the product [O:70]=[C:67]1[CH:68]=[CH:69][C:65](=[O:64])[N:66]1[CH2:71][CH2:72][CH2:73][CH2:74][CH2:75][C:76]([NH:78][NH:79][C:1](=[O:3])[CH2:4][CH2:5][CH2:6][CH2:7][CH2:8][N:9]([CH3:63])[C@H:10]([C:14]([NH:16][C@H:17]([C:21]([N:23]([C@@H:25]([C@@H:59]([CH3:62])[CH2:60][CH3:61])[C@H:26]([O:57][CH3:58])[CH2:27][C:28]([N:30]1[CH2:34][CH2:33][CH2:32][C@H:31]1[C@H:35]([O:55][CH3:56])[C@@H:36]([CH3:54])[C:37]([NH:39][C@@H:40]([CH2:44][C:45]1[C:53]2[C:48](=[CH:49][CH:50]=[CH:51][CH:52]=2)[NH:47][CH:46]=1)[C:41]([NH2:43])=[O:42])=[O:38])=[O:29])[CH3:24])=[O:22])[CH:18]([CH3:19])[CH3:20])=[O:15])[CH:11]([CH3:12])[CH3:13])=[O:77], predict the reactants needed to synthesize it. The reactants are: [C:1]([CH2:4][CH2:5][CH2:6][CH2:7][CH2:8][N:9]([CH3:63])[C@H:10]([C:14]([NH:16][C@H:17]([C:21]([N:23]([C@@H:25]([C@@H:59]([CH3:62])[CH2:60][CH3:61])[C@H:26]([O:57][CH3:58])[CH2:27][C:28]([N:30]1[CH2:34][CH2:33][CH2:32][C@H:31]1[C@H:35]([O:55][CH3:56])[C@@H:36]([CH3:54])[C:37]([NH:39][C@@H:40]([CH2:44][C:45]1[C:53]2[C:48](=[CH:49][CH:50]=[CH:51][CH:52]=2)[NH:47][CH:46]=1)[C:41]([NH2:43])=[O:42])=[O:38])=[O:29])[CH3:24])=[O:22])[CH:18]([CH3:20])[CH3:19])=[O:15])[CH:11]([CH3:13])[CH3:12])([OH:3])=O.[O:64]=[C:65]1[CH:69]=[CH:68][C:67](=[O:70])[N:66]1[CH2:71][CH2:72][CH2:73][CH2:74][CH2:75][C:76]([NH:78][NH2:79])=[O:77]. (3) Given the product [N:1]1([C:7]2[N:12]=[C:11]([C:13]([Cl:23])=[O:14])[CH:10]=[CH:9][C:8]=2[C:16]([F:19])([F:18])[F:17])[CH2:6][CH2:5][O:4][CH2:3][CH2:2]1, predict the reactants needed to synthesize it. The reactants are: [N:1]1([C:7]2[N:12]=[C:11]([C:13](O)=[O:14])[CH:10]=[CH:9][C:8]=2[C:16]([F:19])([F:18])[F:17])[CH2:6][CH2:5][O:4][CH2:3][CH2:2]1.C(Cl)(=O)C([Cl:23])=O.CN(C)C=O. (4) Given the product [CH2:13]([O:23][C:2]1[CH:7]=[CH:6][N+:5]([O-:8])=[C:4]([CH3:9])[C:3]=1[CH3:10])[CH2:14][CH2:15][CH2:16][CH2:17][CH2:18][CH2:19][CH2:20][CH2:21][CH3:22], predict the reactants needed to synthesize it. The reactants are: Cl[C:2]1[CH:7]=[CH:6][N+:5]([O-:8])=[C:4]([CH3:9])[C:3]=1[CH3:10].[OH-].[Na+].[CH2:13]([OH:23])[CH2:14][CH2:15][CH2:16][CH2:17][CH2:18][CH2:19][CH2:20][CH2:21][CH3:22].Cl. (5) Given the product [CH3:1][NH:2][C:3]([C@@H:5]1[CH2:13][C:12]2[C:7](=[CH:8][CH:9]=[CH:10][CH:11]=2)[N:6]1[C:14](=[O:29])[C@@H:15]([NH2:18])[CH2:16][CH3:17])=[O:4], predict the reactants needed to synthesize it. The reactants are: [CH3:1][NH:2][C:3]([C@@H:5]1[CH2:13][C:12]2[C:7](=[CH:8][CH:9]=[CH:10][CH:11]=2)[N:6]1[C:14](=[O:29])[C@@H:15]([NH:18]C(OCC1C=CC=CC=1)=O)[CH2:16][CH3:17])=[O:4].C(O)(=O)C(O)=O. (6) Given the product [CH3:1][O:2][C:3]1[C:4](=[O:21])[C:5](=[O:20])[C:6]=1[C:27]1[CH:26]=[C:25]([NH:29][C:30]([C:32]2[S:33][CH:34]=[CH:35][C:36]=2[NH:37][CH2:38][C:39]2[C:48]3[C:43](=[CH:44][CH:45]=[CH:46][CH:47]=3)[N:42]=[CH:41][CH:40]=2)=[O:31])[CH:24]=[CH:23][CH:28]=1, predict the reactants needed to synthesize it. The reactants are: [CH3:1][O:2][C:3]1[C:4](=[O:21])[C:5](=[O:20])[C:6]=1[Sn](CCCC)(CCCC)CCCC.I[C:23]1[CH:24]=[C:25]([NH:29][C:30]([C:32]2[S:33][CH:34]=[CH:35][C:36]=2[NH:37][CH2:38][C:39]2[C:48]3[C:43](=[CH:44][CH:45]=[CH:46][CH:47]=3)[N:42]=[CH:41][CH:40]=2)=[O:31])[CH:26]=[CH:27][CH:28]=1.CCOC(C)=O.